Task: Predict the reaction yield, written as a fraction of the theoretical maximum amount of product (1.0 means a 100% yield; for example, 0.34 means a 34% yield).. Dataset: Reaction yield outcomes from USPTO patents with 853,638 reactions (1) The product is [CH2:1]([O:8][C:9]([NH:11][C:12]1[C:13]([C:19]([O:21][CH3:22])=[O:20])=[C:14]([C:27]2[CH:28]=[CH:29][C:24]([Cl:23])=[CH:25][CH:26]=2)[S:15][C:16]=1[Br:17])=[O:10])[C:2]1[CH:7]=[CH:6][CH:5]=[CH:4][CH:3]=1. The reactants are [CH2:1]([O:8][C:9]([NH:11][C:12]1[C:13]([C:19]([O:21][CH3:22])=[O:20])=[C:14](Br)[S:15][C:16]=1[Br:17])=[O:10])[C:2]1[CH:7]=[CH:6][CH:5]=[CH:4][CH:3]=1.[Cl:23][C:24]1[CH:29]=[CH:28][C:27](B(O)O)=[CH:26][CH:25]=1.C(=O)([O-])[O-].[Na+].[Na+]. The yield is 0.480. The catalyst is C(O)C.O.C1(C)C=CC=CC=1. (2) The reactants are [CH:1]([Mg]Cl)([CH3:3])C.I[C:7]1[NH:8]C2C(N=CC=2)=C[N:12]=1.CC1C=CC=C(C)C=1[Mg]Br.[Na].[Cl:27][C:28]1[CH:39]=[CH:38][C:31](C(N(OC)C)=O)=[C:30]([NH:40][S:41]([C:44]2[CH:49]=[CH:48][C:47]([Cl:50])=[C:46]([C:51]([F:54])([F:53])[F:52])[CH:45]=2)(=[O:43])=[O:42])[CH:29]=1.[H-].[Na+].[NH4+:57].[Cl-].[CH2:59]1[CH2:63][O:62][CH2:61][CH2:60]1. No catalyst specified. The product is [Cl:50][C:47]1[CH:48]=[CH:49][C:44]([S:41]([NH:40][C:30]2[CH:29]=[C:28]([Cl:27])[CH:39]=[CH:38][C:31]=2[C:63]([C:59]2[C:60]3[CH:3]=[CH:1][NH:57][C:61]=3[N:8]=[CH:7][N:12]=2)=[O:62])(=[O:42])=[O:43])=[CH:45][C:46]=1[C:51]([F:52])([F:53])[F:54]. The yield is 0.670.